Dataset: Forward reaction prediction with 1.9M reactions from USPTO patents (1976-2016). Task: Predict the product of the given reaction. (1) The product is: [Cl:10][C:8]1[CH:7]=[N:6][C:5]([NH:11][CH2:12][C:13]([N:15]2[CH2:20][C@H:19]([CH3:21])[N:18]([CH2:22][C:23]3[CH:24]=[CH:25][C:26]([F:29])=[CH:27][CH:28]=3)[CH2:17][C@H:16]2[CH3:30])=[O:14])=[C:4]([CH:9]=1)[C:3]([OH:31])=[O:2]. Given the reactants C[O:2][C:3](=[O:31])[C:4]1[CH:9]=[C:8]([Cl:10])[CH:7]=[N:6][C:5]=1[NH:11][CH2:12][C:13]([N:15]1[CH2:20][C@H:19]([CH3:21])[N:18]([CH2:22][C:23]2[CH:28]=[CH:27][C:26]([F:29])=[CH:25][CH:24]=2)[CH2:17][C@H:16]1[CH3:30])=[O:14].O.[OH-].[Li+], predict the reaction product. (2) Given the reactants [F:1][C:2]1[CH:9]=[CH:8][C:7]([CH2:10][C:11]2[NH:12][C:13]([C:26]3[CH:31]=[CH:30][CH:29]=[C:28]([CH3:32])[N:27]=3)=[C:14]([C:16]3[CH:17]=[C:18]4[C:23](=[CH:24][CH:25]=3)[N:22]=[CH:21][CH:20]=[CH:19]4)[N:15]=2)=[CH:6][C:3]=1[C:4]#[N:5].[H-].[H-].[H-].[H-].[Li+].[Al+3], predict the reaction product. The product is: [F:1][C:2]1[CH:9]=[CH:8][C:7]([CH2:10][C:11]2[NH:12][C:13]([C:26]3[CH:31]=[CH:30][CH:29]=[C:28]([CH3:32])[N:27]=3)=[C:14]([C:16]3[CH:17]=[C:18]4[C:23](=[CH:24][CH:25]=3)[N:22]=[CH:21][CH:20]=[CH:19]4)[N:15]=2)=[CH:6][C:3]=1[CH2:4][NH2:5]. (3) Given the reactants Cl[C:2]1[N:7]=[CH:6][C:5]([C:8]2[C:9]([CH2:22][CH3:23])=[C:10]([CH2:14][CH2:15][CH2:16][C:17]([O:19][CH2:20][CH3:21])=[O:18])[CH:11]=[CH:12][CH:13]=2)=[CH:4][N:3]=1.CC1(C)C(C)(C)OB([C:32]2[CH:37]=[CH:36][C:35]([O:38][CH:39]([CH3:41])[CH3:40])=[C:34]([C:42]([F:45])([F:44])[F:43])[CH:33]=2)O1.P([O-])([O-])([O-])=O.[K+].[K+].[K+], predict the reaction product. The product is: [CH2:22]([C:9]1[C:8]([C:5]2[CH:4]=[N:3][C:2]([C:32]3[CH:37]=[CH:36][C:35]([O:38][CH:39]([CH3:40])[CH3:41])=[C:34]([C:42]([F:43])([F:45])[F:44])[CH:33]=3)=[N:7][CH:6]=2)=[CH:13][CH:12]=[CH:11][C:10]=1[CH2:14][CH2:15][CH2:16][C:17]([O:19][CH2:20][CH3:21])=[O:18])[CH3:23]. (4) Given the reactants CC(C)([O-])C.[K+].[Cl:7][C:8]1[CH:13]=[CH:12][C:11]([C:14]2[CH:19]=[CH:18][C:17]([CH3:20])=[C:16]([CH2:21][C:22]([NH:24][C:25]3([C:33]([O:35]C)=O)[CH2:30][CH2:29][C:28]([F:32])([F:31])[CH2:27][CH2:26]3)=[O:23])[CH:15]=2)=[CH:10][C:9]=1[F:37].Cl, predict the reaction product. The product is: [Cl:7][C:8]1[CH:13]=[CH:12][C:11]([C:14]2[CH:19]=[CH:18][C:17]([CH3:20])=[C:16]([C:21]3[C:22](=[O:23])[NH:24][C:25]4([CH2:30][CH2:29][C:28]([F:31])([F:32])[CH2:27][CH2:26]4)[C:33]=3[OH:35])[CH:15]=2)=[CH:10][C:9]=1[F:37]. (5) Given the reactants C(O[CH:5]1[CH:10]([O:11][C:12](=[O:14])[CH3:13])[CH:9]([O:15][C:16](=[O:18])[CH3:17])[CH:8]([O:19][C:20](=[O:22])[CH3:21])[CH:7]([CH2:23][O:24][C:25](=[O:27])[CH3:26])[O:6]1)(=O)C.Br.[CH3:29][OH:30].C(N(C(C)C)CC)(C)C, predict the reaction product. The product is: [C:20]([O:19][CH:8]1[CH:7]([CH2:23][O:24][C:25](=[O:27])[CH3:26])[O:6][CH:5]2[O:14][C:12]([O:30][CH3:29])([CH3:13])[O:11][CH:10]2[CH:9]1[O:15][C:16](=[O:18])[CH3:17])(=[O:22])[CH3:21]. (6) The product is: [ClH:1].[CH3:29][C:28]1[CH:27]=[CH:26][N:25]=[CH:24][C:23]=1[N:20]1[CH2:21][CH2:22][N:18]([C:16]2[S:17][C:11]3[CH2:10][NH:9][CH2:14][CH2:13][C:12]=3[CH:15]=2)[C:19]1=[O:30]. Given the reactants [ClH:1].C(OC([N:9]1[CH2:14][CH2:13][C:12]2[CH:15]=[C:16]([N:18]3[CH2:22][CH2:21][N:20]([C:23]4[CH:24]=[N:25][CH:26]=[CH:27][C:28]=4[CH3:29])[C:19]3=[O:30])[S:17][C:11]=2[CH2:10]1)=O)(C)(C)C, predict the reaction product. (7) Given the reactants [OH:1][CH2:2]/[CH:3]=[CH:4]/[CH2:5][O:6][C:7]1[CH:14]=[CH:13][CH:12]=[C:11]([N+:15]([O-:17])=[O:16])[C:8]=1[C:9]#[N:10].[C:18](C1C=C(C)C=C(C(C)(C)C)N=1)(C)(C)C.F[B-](F)(F)F.C[O+](C)C, predict the reaction product. The product is: [CH3:18][O:1][CH2:2]/[CH:3]=[CH:4]/[CH2:5][O:6][C:7]1[CH:14]=[CH:13][CH:12]=[C:11]([N+:15]([O-:17])=[O:16])[C:8]=1[C:9]#[N:10]. (8) Given the reactants [O:1]=[C:2]([CH3:8])[CH2:3][C:4]([O:6][CH3:7])=[O:5].C(N(CC)CC)C.[F:16][C:17]1[CH:26]=[CH:25][C:20]([C:21](=[N:23]O)Cl)=[CH:19][CH:18]=1, predict the reaction product. The product is: [CH3:7][O:6][C:4]([C:3]1[C:21]([C:20]2[CH:25]=[CH:26][C:17]([F:16])=[CH:18][CH:19]=2)=[N:23][O:1][C:2]=1[CH3:8])=[O:5]. (9) Given the reactants [C:1](N(C1C=CC=CC=1)CC(O)=O)([O:3]C(C)(C)C)=[O:2].C([N:26]1[CH:30]=[CH:29]N=C1)(N1C=CN=C1)=O.[CH2:44](O)[CH2:45][CH2:46][CH2:47][CH2:48]CCC/C=C\CCC[CH2:44][CH2:45][CH2:46][CH2:47][CH3:48], predict the reaction product. The product is: [NH2:26][CH:30]([C:29]1[CH:44]=[CH:45][CH:46]=[CH:47][CH:48]=1)[C:1]([OH:3])=[O:2]. (10) Given the reactants [CH3:1][N:2]1[CH:6]=[C:5]([C:7]2[CH:12]=[CH:11][C:10](B3OC(C)(C)C(C)(C)O3)=[CH:9][CH:8]=2)[CH:4]=[N:3]1.[NH2:22][C:23]1[C:28]([Cl:29])=[C:27]([N:30]2[CH2:41][CH2:40][C:33]3([NH:38][CH2:37][CH2:36][NH:35][C:34]3=[O:39])[CH2:32][CH2:31]2)[C:26](Br)=[CH:25][N:24]=1.C(=O)([O-])[O-].[Na+].[Na+], predict the reaction product. The product is: [NH2:22][C:23]1[C:28]([Cl:29])=[C:27]([N:30]2[CH2:31][CH2:32][C:33]3([NH:38][CH2:37][CH2:36][NH:35][C:34]3=[O:39])[CH2:40][CH2:41]2)[C:26]([C:10]2[CH:9]=[CH:8][C:7]([C:5]3[CH:4]=[N:3][N:2]([CH3:1])[CH:6]=3)=[CH:12][CH:11]=2)=[CH:25][N:24]=1.